This data is from Full USPTO retrosynthesis dataset with 1.9M reactions from patents (1976-2016). The task is: Predict the reactants needed to synthesize the given product. (1) Given the product [OH:3][CH2:4][CH2:5][CH2:6][C:7]1[C:15]2[B:14]([OH:16])[O:13][CH2:12][C:11]=2[CH:10]=[CH:9][CH:8]=1, predict the reactants needed to synthesize it. The reactants are: C([O:3][C:4](=O)[CH2:5][CH2:6][C:7]1[C:15]2[B:14]([OH:16])[O:13][CH2:12][C:11]=2[CH:10]=[CH:9][CH:8]=1)C.CC(C[Al]CC(C)C)C. (2) The reactants are: [H-].[Na+].[C:3]([NH:22][C:23]1[N:28]=[CH:27][C:26]([CH2:29][OH:30])=[CH:25][CH:24]=1)([C:16]1[CH:21]=[CH:20][CH:19]=[CH:18][CH:17]=1)([C:10]1[CH:15]=[CH:14][CH:13]=[CH:12][CH:11]=1)[C:4]1[CH:9]=[CH:8][CH:7]=[CH:6][CH:5]=1.I[CH3:32]. Given the product [CH3:32][O:30][CH2:29][C:26]1[CH:25]=[CH:24][C:23]([NH:22][C:3]([C:10]2[CH:11]=[CH:12][CH:13]=[CH:14][CH:15]=2)([C:4]2[CH:9]=[CH:8][CH:7]=[CH:6][CH:5]=2)[C:16]2[CH:21]=[CH:20][CH:19]=[CH:18][CH:17]=2)=[N:28][CH:27]=1, predict the reactants needed to synthesize it. (3) Given the product [ClH:22].[NH2:7][CH2:8][CH2:9][CH2:10][O:11][C:12]1[C:17]2[C:18]([Cl:22])=[CH:19][CH:20]=[CH:21][C:16]=2[O:15][C:14](=[O:23])[CH:13]=1, predict the reactants needed to synthesize it. The reactants are: C(OC(=O)[NH:7][CH2:8][CH2:9][CH2:10][O:11][C:12]1[C:17]2[C:18]([Cl:22])=[CH:19][CH:20]=[CH:21][C:16]=2[O:15][C:14](=[O:23])[CH:13]=1)(C)(C)C.Cl.O1CCOCC1. (4) Given the product [Cl:1][C:2]1[CH:3]=[C:4]([C:9]2[CH2:13][CH2:12][CH2:11][C:10]=2[C:14]2[CH:15]=[CH:16][C:17]([CH3:25])=[C:18]([CH:24]=2)[C:19]([O:21][CH2:22][CH3:23])=[O:20])[C:5]([O:8][CH2:31][C:30]2[CH:33]=[CH:34][C:27]([F:26])=[CH:28][CH:29]=2)=[N:6][CH:7]=1, predict the reactants needed to synthesize it. The reactants are: [Cl:1][C:2]1[CH:3]=[C:4]([C:9]2[CH2:13][CH2:12][CH2:11][C:10]=2[C:14]2[CH:15]=[CH:16][C:17]([CH3:25])=[C:18]([CH:24]=2)[C:19]([O:21][CH2:22][CH3:23])=[O:20])[C:5](=[O:8])[NH:6][CH:7]=1.[F:26][C:27]1[CH:34]=[CH:33][C:30]([CH2:31]Br)=[CH:29][CH:28]=1. (5) Given the product [F:15][C:3]([C:8]1[CH:13]=[CH:12][C:11]([CH:14]=[O:24])=[CH:10][CH:9]=1)([C:4]([F:7])([F:6])[F:5])[C:2]([F:16])([F:17])[F:1], predict the reactants needed to synthesize it. The reactants are: [F:1][C:2]([F:17])([F:16])[C:3]([F:15])([C:8]1[CH:13]=[CH:12][C:11]([CH3:14])=[CH:10][CH:9]=1)[C:4]([F:7])([F:6])[F:5].BrN1C(=[O:24])CCC1=O.C(OOC(=O)C1C=CC=CC=1)(=O)C1C=CC=CC=1.[N+](C(C)C)([O-])=O.[Na]. (6) Given the product [Cl:26][C:24]1[CH:23]=[CH:22][C:19]2[S:20][CH:21]=[C:17]([CH2:16][N:9]3[C:10]4[CH:15]=[CH:14][CH:13]=[CH:12][C:11]=4[N:7]([CH2:6][CH2:5][C:4]([OH:28])=[O:3])[C:8]3=[O:27])[C:18]=2[CH:25]=1, predict the reactants needed to synthesize it. The reactants are: C([O:3][C:4](=[O:28])[CH2:5][CH2:6][N:7]1[C:11]2[CH:12]=[CH:13][CH:14]=[CH:15][C:10]=2[N:9]([CH2:16][C:17]2[C:18]3[CH:25]=[C:24]([Cl:26])[CH:23]=[CH:22][C:19]=3[S:20][CH:21]=2)[C:8]1=[O:27])C.[OH-].[Na+].Cl. (7) Given the product [CH3:1][C:2]1[C:10]2[C:5](=[CH:6][N:7]=[CH:8][CH:9]=2)[S:4][C:3]=1[CH:11]=[O:12], predict the reactants needed to synthesize it. The reactants are: [CH3:1][C:2]1[C:10]2[C:5](=[CH:6][N:7]=[CH:8][CH:9]=2)[S:4][C:3]=1[C:11](OCC)=[O:12].[Cl-].[Ca+2].[Cl-].[BH4-].[Na+].[Cl-].[NH4+].